From a dataset of Reaction yield outcomes from USPTO patents with 853,638 reactions. Predict the reaction yield, written as a fraction of the theoretical maximum amount of product (1.0 means a 100% yield; for example, 0.34 means a 34% yield). (1) The reactants are [Cl:1][C:2]1[CH:7]=[C:6]([Cl:8])[CH:5]=[CH:4][C:3]=1[OH:9].Cl[CH2:11][C:12]([N:14]1[CH2:19][CH2:18][N:17]([S:20]([C:23]2[CH:32]=[CH:31][C:30]3[C:25](=[CH:26][CH:27]=[CH:28][CH:29]=3)[CH:24]=2)(=[O:22])=[O:21])[CH2:16][CH2:15]1)=[O:13].C(=O)([O-])[O-].[K+].[K+].O. The catalyst is C(#N)C. The product is [Cl:1][C:2]1[CH:7]=[C:6]([Cl:8])[CH:5]=[CH:4][C:3]=1[O:9][CH2:11][C:12]([N:14]1[CH2:15][CH2:16][N:17]([S:20]([C:23]2[CH:32]=[CH:31][C:30]3[C:25](=[CH:26][CH:27]=[CH:28][CH:29]=3)[CH:24]=2)(=[O:21])=[O:22])[CH2:18][CH2:19]1)=[O:13]. The yield is 0.875. (2) The reactants are [C:1]([O:5][C:6]([NH:8][C:9]([CH3:14])([CH3:13])[C:10]([OH:12])=O)=[O:7])([CH3:4])([CH3:3])[CH3:2].CCN=C=NCCCN(C)C.Cl.[F:27][C:28]([F:32])([F:31])[CH2:29][NH2:30]. The catalyst is C(Cl)Cl.CN(C1C=CN=CC=1)C. The product is [CH3:13][C:9]([NH:8][C:6](=[O:7])[O:5][C:1]([CH3:2])([CH3:3])[CH3:4])([CH3:14])[C:10](=[O:12])[NH:30][CH2:29][C:28]([F:32])([F:31])[F:27]. The yield is 0.460. (3) The reactants are [NH:1]1[CH2:5][CH2:4][CH2:3][CH2:2]1.[CH3:6][O:7][C:8]1[CH:29]=[CH:28][C:11]([CH2:12][O:13][C:14]2[C:23](=[O:24])[C:22]3[C:17](=[CH:18][CH:19]=[C:20]([CH:25]=O)[CH:21]=3)[N:16]([CH3:27])[CH:15]=2)=[CH:10][CH:9]=1.C(O[BH-](OC(=O)C)OC(=O)C)(=O)C.[Na+]. The catalyst is ClCCCl.C(O)(=O)C. The product is [CH3:6][O:7][C:8]1[CH:9]=[CH:10][C:11]([CH2:12][O:13][C:14]2[C:23](=[O:24])[C:22]3[C:17](=[CH:18][CH:19]=[C:20]([CH2:25][N:1]4[CH2:5][CH2:4][CH2:3][CH2:2]4)[CH:21]=3)[N:16]([CH3:27])[CH:15]=2)=[CH:28][CH:29]=1. The yield is 0.810. (4) The reactants are [CH3:1][O:2][C:3]1[C:4](=[O:25])[C:5]([CH3:24])=[C:6]([CH2:12][C:13]2[CH:18]=[CH:17][C:16]([CH:19]=[CH:20][C:21](O)=[O:22])=[CH:15][CH:14]=2)[C:7](=[O:11])[C:8]=1[O:9][CH3:10].[CH2:26]([CH2:28][NH2:29])[OH:27]. No catalyst specified. The product is [CH3:1][O:2][C:3]1[C:4](=[O:25])[C:5]([CH3:24])=[C:6]([CH2:12][C:13]2[CH:18]=[CH:17][C:16]([CH:19]=[CH:20][C:21]([NH:29][CH2:28][CH2:26][OH:27])=[O:22])=[CH:15][CH:14]=2)[C:7](=[O:11])[C:8]=1[O:9][CH3:10]. The yield is 0.0600. (5) The reactants are Cl.[CH2:2]1[CH2:6][O:5][CH2:4][CH2:3]1. The catalyst is CO.[OH-].[K+]. The product is [C:2]([C:3]1[CH:4]=[C:6]([OH:5])[CH:2]=[CH:3][CH:4]=1)#[CH:6]. The yield is 0.700. (6) The reactants are [NH2:1][NH:2][C:3]([NH2:5])=[S:4].Br[CH2:7][C:8](=O)[C:9]([O:11][CH2:12][CH3:13])=[O:10]. The catalyst is O1CCOCC1. The product is [NH:2]([C:3]1[S:4][CH:7]=[C:8]([C:9]([O:11][CH2:12][CH3:13])=[O:10])[N:5]=1)[NH2:1]. The yield is 0.270. (7) The catalyst is CO. The yield is 1.00. The product is [C:24]([O:28][C:16]([N:9]1[CH2:8][CH:7]2[CH2:15][CH:11]([C:12]3[CH:13]=[CH:14][C:4]([C:1](=[O:3])[CH3:2])=[CH:5][C:6]=32)[CH2:10]1)=[O:21])([CH3:27])([CH3:26])[CH3:25]. The reactants are [C:1]([C:4]1[CH:14]=[CH:13][C:12]2[CH:11]3[CH2:15][CH:7]([CH2:8][N:9]([C:16](=[O:21])C(F)(F)F)[CH2:10]3)[C:6]=2[CH:5]=1)(=[O:3])[CH3:2].[NH4+].[OH-].[C:24]([O:28]C(OC([O:28][C:24]([CH3:27])([CH3:26])[CH3:25])=O)=O)([CH3:27])([CH3:26])[CH3:25].O.